Task: Predict the product of the given reaction.. Dataset: Forward reaction prediction with 1.9M reactions from USPTO patents (1976-2016) (1) Given the reactants [NH:1]1[C:5]2[CH:6]=[CH:7][C:8]([NH2:10])=[CH:9][C:4]=2[N:3]=[CH:2]1.[N:11]([C:14]1[CH:19]=[CH:18][C:17]([O:20][CH3:21])=[C:16]([O:22][CH3:23])[CH:15]=1)=[C:12]=[O:13], predict the reaction product. The product is: [NH:1]1[C:5]2[CH:6]=[CH:7][C:8]([NH:10][C:12]([NH:11][C:14]3[CH:19]=[CH:18][C:17]([O:20][CH3:21])=[C:16]([O:22][CH3:23])[CH:15]=3)=[O:13])=[CH:9][C:4]=2[N:3]=[CH:2]1. (2) Given the reactants [C:1]1([C:7]([C:9]2[N:10]=[C:11]3[CH:16]=[CH:15][C:14]([C:17]4[N:18]=[CH:19][N:20](C(C5C=CC=CC=5)(C5C=CC=CC=5)C5C=CC=CC=5)[CH:21]=4)=[CH:13][N:12]3[CH:41]=2)=[O:8])[CH:6]=[CH:5][CH:4]=[CH:3][CH:2]=1, predict the reaction product. The product is: [NH:20]1[CH:21]=[C:17]([C:14]2[CH:15]=[CH:16][C:11]3[N:12]([CH:41]=[C:9]([C:7]([C:1]4[CH:2]=[CH:3][CH:4]=[CH:5][CH:6]=4)=[O:8])[N:10]=3)[CH:13]=2)[N:18]=[CH:19]1. (3) Given the reactants C[O:2][C:3]([CH:5]1[CH2:9][CH:8]([CH2:10][CH2:11][CH2:12][C:13]([F:16])([F:15])[CH3:14])[CH2:7][N:6]1[C:17]([O:19][C:20]([CH3:23])([CH3:22])[CH3:21])=[O:18])=[O:4].O.[OH-].[Li+], predict the reaction product. The product is: [C:20]([O:19][C:17]([N:6]1[CH2:7][CH:8]([CH2:10][CH2:11][CH2:12][C:13]([F:15])([F:16])[CH3:14])[CH2:9][CH:5]1[C:3]([OH:4])=[O:2])=[O:18])([CH3:21])([CH3:22])[CH3:23]. (4) Given the reactants [Cl:1][C@H:2]1[C@H:6]([CH2:7]/[CH:8]=[CH:9]\[CH2:10][CH2:11][CH2:12][C:13]([O:15][CH2:16][CH:17]=[CH2:18])=[O:14])[C@@H:5](/[CH:19]=[CH:20]/[C@@H:21]([OH:28])[CH2:22][CH2:23][CH2:24][C@H:25]([OH:27])[CH3:26])[C@H:4]([O:29]C2CCCCO2)[CH2:3]1.C1(C)C=CC(S([O-])(=O)=O)=CC=1.[NH+]1C=CC=CC=1, predict the reaction product. The product is: [Cl:1][C@H:2]1[C@H:6]([CH2:7]/[CH:8]=[CH:9]\[CH2:10][CH2:11][CH2:12][C:13]([O:15][CH2:16][CH:17]=[CH2:18])=[O:14])[C@@H:5](/[CH:19]=[CH:20]/[C@@H:21]([OH:28])[CH2:22][CH2:23][CH2:24][C@H:25]([OH:27])[CH3:26])[C@H:4]([OH:29])[CH2:3]1.